Dataset: Full USPTO retrosynthesis dataset with 1.9M reactions from patents (1976-2016). Task: Predict the reactants needed to synthesize the given product. Given the product [Cl:1][C:2]1[N:3]=[C:4]([NH:12][CH2:13][CH:14]2[CH2:17][N:16]([C:18]([O:20][C:21]([CH3:24])([CH3:23])[CH3:22])=[O:19])[CH2:15]2)[C:5]2[O:10][CH:9]=[CH:8][C:6]=2[N:7]=1, predict the reactants needed to synthesize it. The reactants are: [Cl:1][C:2]1[N:3]=[C:4](Cl)[C:5]2[O:10][CH:9]=[CH:8][C:6]=2[N:7]=1.[NH2:12][CH2:13][CH:14]1[CH2:17][N:16]([C:18]([O:20][C:21]([CH3:24])([CH3:23])[CH3:22])=[O:19])[CH2:15]1.C(N(CC)C(C)C)(C)C.